Task: Predict the product of the given reaction.. Dataset: Forward reaction prediction with 1.9M reactions from USPTO patents (1976-2016) (1) Given the reactants [F:1][C:2]1[CH:10]=[C:9]2[C:5](/[C:6](=[C:12]3\[O:13][C:14]([CH3:25])([CH3:24])[C:15]([C:17]4[CH:18]=[N:19][C:20](F)=[CH:21][CH:22]=4)=[CH:16]\3)/[C:7](=[O:11])[NH:8]2)=[CH:4][CH:3]=1.[OH:26][CH:27]1[CH2:32][CH2:31][NH:30][CH2:29][CH2:28]1.O, predict the reaction product. The product is: [F:1][C:2]1[CH:10]=[C:9]2[C:5](/[C:6](=[C:12]3\[O:13][C:14]([CH3:25])([CH3:24])[C:15]([C:17]4[CH:18]=[N:19][C:20]([N:30]5[CH2:31][CH2:32][CH:27]([OH:26])[CH2:28][CH2:29]5)=[CH:21][CH:22]=4)=[CH:16]\3)/[C:7](=[O:11])[NH:8]2)=[CH:4][CH:3]=1. (2) The product is: [Cl:37][C:38]1[CH:43]=[C:42]([NH:44][CH2:45][C@@H:46]2[O:51][CH2:50][CH2:49][N:48]([C:52]([O:54][C:55]([CH3:58])([CH3:57])[CH3:56])=[O:53])[CH2:47]2)[C:41]([C:71]2[CH:72]=[CH:73][C:68]([O:67][CH3:66])=[CH:69][CH:70]=2)=[CH:40][N:39]=1. Given the reactants [H-].[Na+].ClC1C=C(N)C(I)=CN=1.S(OC[C@H]1OCCN(C(OC(C)(C)C)=O)C1)(C1C=CC(C)=CC=1)(=O)=O.[Cl:37][C:38]1[CH:43]=[C:42]([NH:44][CH2:45][C@H:46]2[O:51][CH2:50][CH2:49][N:48]([C:52]([O:54][C:55]([CH3:58])([CH3:57])[CH3:56])=[O:53])[CH2:47]2)[C:41](I)=[CH:40][N:39]=1.C(=O)([O-])[O-].[Na+].[Na+].[CH3:66][O:67][C:68]1[CH:73]=[CH:72][C:71](B(O)O)=[CH:70][CH:69]=1, predict the reaction product. (3) Given the reactants C(N(CC)CC)C.C1(C2C=CC=CC=2)C=CC=CC=1P(C(C)(C)C)C(C)(C)C.Br[C:30]1[CH:31]=[CH:32][C:33]([C:36]#[C:37][CH2:38][OH:39])=[N:34][CH:35]=1.[Cl:40][C:41]1[CH:46]=[CH:45][C:44](OB(O)O)=[CH:43][CH:42]=1, predict the reaction product. The product is: [Cl:40][C:41]1[CH:46]=[CH:45][C:44]([C:30]2[CH:31]=[CH:32][C:33]([C:36]#[C:37][CH2:38][OH:39])=[N:34][CH:35]=2)=[CH:43][CH:42]=1. (4) Given the reactants [O:1]1[CH2:6][CH2:5][N:4]([C:7]2[C:8]([C:21]3[CH:26]=[CH:25][CH:24]=[CH:23][CH:22]=3)=[N:9][C:10]3[C:15]([N:16]=2)=[CH:14][C:13]([C:17]([O:19]C)=[O:18])=[CH:12][CH:11]=3)[C:3]2[CH:27]=[CH:28][CH:29]=[CH:30][C:2]1=2.[OH-].[Na+].Cl, predict the reaction product. The product is: [O:1]1[CH2:6][CH2:5][N:4]([C:7]2[C:8]([C:21]3[CH:26]=[CH:25][CH:24]=[CH:23][CH:22]=3)=[N:9][C:10]3[C:15]([N:16]=2)=[CH:14][C:13]([C:17]([OH:19])=[O:18])=[CH:12][CH:11]=3)[C:3]2[CH:27]=[CH:28][CH:29]=[CH:30][C:2]1=2.